Dataset: Forward reaction prediction with 1.9M reactions from USPTO patents (1976-2016). Task: Predict the product of the given reaction. (1) Given the reactants [Cl:1][C:2]1[CH:3]=[C:4]2[C:8](=[CH:9][CH:10]=1)[NH:7][CH:6]=[C:5]2[CH2:11][CH2:12][NH:13][C:14](=[O:22])[C:15]1[CH:20]=[CH:19][CH:18]=[CH:17][C:16]=1I.[CH3:23][O:24][C:25]1[CH:26]=[C:27](B(O)O)[CH:28]=[CH:29][CH:30]=1.C(=O)([O-])[O-].[Na+].[Na+], predict the reaction product. The product is: [Cl:1][C:2]1[CH:3]=[C:4]2[C:8](=[CH:9][CH:10]=1)[NH:7][CH:6]=[C:5]2[CH2:11][CH2:12][NH:13][C:14]([C:15]1[C:16]([C:29]2[CH:28]=[CH:27][CH:26]=[C:25]([O:24][CH3:23])[CH:30]=2)=[CH:17][CH:18]=[CH:19][CH:20]=1)=[O:22]. (2) Given the reactants [Br:1][C:2]1[CH:3]=[CH:4][C:5](O)=[C:6]([C:8]2([CH2:31][OH:32])[C:16]3[C:11](=[CH:12][CH:13]=[CH:14][CH:15]=3)[N:10]([CH:17]([C:24]3[CH:29]=[CH:28][CH:27]=[CH:26][CH:25]=3)[C:18]3[CH:23]=[CH:22][CH:21]=[CH:20][CH:19]=3)[C:9]2=[O:30])[CH:7]=1.C1(CCN2C3C(=CC=CC=3)C(C3C(O)=CC4OCOC=4C=3)(CO)C2=O)CC1, predict the reaction product. The product is: [Br:1][C:2]1[CH:3]=[CH:4][C:5]2[O:32][CH2:31][C:8]3([C:16]4[C:11](=[CH:12][CH:13]=[CH:14][CH:15]=4)[N:10]([CH:17]([C:24]4[CH:29]=[CH:28][CH:27]=[CH:26][CH:25]=4)[C:18]4[CH:19]=[CH:20][CH:21]=[CH:22][CH:23]=4)[C:9]3=[O:30])[C:6]=2[CH:7]=1.